Dataset: Full USPTO retrosynthesis dataset with 1.9M reactions from patents (1976-2016). Task: Predict the reactants needed to synthesize the given product. Given the product [Br:16][C:15]1[C:13]([C:12]([OH:20])=[O:19])=[N:6][C:2]([CH:3]([CH3:5])[CH3:4])=[N:7][CH:17]=1, predict the reactants needed to synthesize it. The reactants are: Cl.[C:2]([NH2:7])(=[NH:6])[CH:3]([CH3:5])[CH3:4].CC[O-].[Na+].[C:12]([OH:20])(=[O:19])/[C:13](=[C:15](\[CH:17]=O)/[Br:16])/Br.